Dataset: Full USPTO retrosynthesis dataset with 1.9M reactions from patents (1976-2016). Task: Predict the reactants needed to synthesize the given product. (1) The reactants are: [CH2:1]([O:8][C:9]1[CH:10]=[C:11]([S:22][CH2:23][CH2:24][C:25](OC)=O)[CH:12]=[N:13][C:14]=1[NH:15][C:16]1[S:17][CH:18]=[C:19]([CH3:21])[N:20]=1)[C:2]1[CH:7]=[CH:6][CH:5]=[CH:4][CH:3]=1.CC([O-])(C)C.[K+].[ClH:35].[Cl:36][CH2:37][C:38]1[CH:39]=[N:40]C=CC=1.Cl. Given the product [ClH:36].[ClH:35].[CH2:1]([O:8][C:9]1[C:14]([NH:15][C:16]2[S:17][CH:18]=[C:19]([CH3:21])[N:20]=2)=[N:13][CH:12]=[C:11]([S:22][CH2:23][C:24]2[CH:25]=[N:40][CH:39]=[CH:38][CH:37]=2)[CH:10]=1)[C:2]1[CH:7]=[CH:6][CH:5]=[CH:4][CH:3]=1, predict the reactants needed to synthesize it. (2) Given the product [C:28]1([C:34]2[N:35]=[C:36]([NH:39][C:2]3[N:7]=[CH:6][C:5]([C:8]4[N:12]5[N:13]=[C:14]([C:17]6[CH:18]=[C:19]([C:24]([F:26])([F:27])[F:25])[C:20]([NH2:23])=[N:21][CH:22]=6)[CH:15]=[CH:16][C:11]5=[N:10][CH:9]=4)=[CH:4][CH:3]=3)[S:37][CH:38]=2)[CH:29]=[CH:30][CH:31]=[CH:32][CH:33]=1, predict the reactants needed to synthesize it. The reactants are: F[C:2]1[N:7]=[CH:6][C:5]([C:8]2[N:12]3[N:13]=[C:14]([C:17]4[CH:18]=[C:19]([C:24]([F:27])([F:26])[F:25])[C:20]([NH2:23])=[N:21][CH:22]=4)[CH:15]=[CH:16][C:11]3=[N:10][CH:9]=2)=[CH:4][CH:3]=1.[C:28]1([C:34]2[N:35]=[C:36]([NH2:39])[S:37][CH:38]=2)[CH:33]=[CH:32][CH:31]=[CH:30][CH:29]=1.C(=O)([O-])[O-].[Cs+].[Cs+]. (3) Given the product [Br:4][C:5]1[CH:10]=[C:9]([N+:11]([O-:13])=[O:12])[CH:8]=[CH:7][C:6]=1[O:14][CH2:2][CH3:3], predict the reactants needed to synthesize it. The reactants are: I[CH2:2][CH3:3].[Br:4][C:5]1[CH:10]=[C:9]([N+:11]([O-:13])=[O:12])[CH:8]=[CH:7][C:6]=1[OH:14].C(=O)([O-])[O-].[K+].[K+]. (4) Given the product [Br:1][C:2]1[CH:10]=[CH:9][C:5]([CH2:6][OH:7])=[C:4]([O:11][C:12]2[CH:17]=[C:16]([O:18][CH3:19])[CH:15]=[C:14]([O:20][CH3:21])[CH:13]=2)[CH:3]=1, predict the reactants needed to synthesize it. The reactants are: [Br:1][C:2]1[CH:10]=[CH:9][C:5]([C:6](O)=[O:7])=[C:4]([O:11][C:12]2[CH:17]=[C:16]([O:18][CH3:19])[CH:15]=[C:14]([O:20][CH3:21])[CH:13]=2)[CH:3]=1.[BH4-].[Na+].B(F)(F)F.CCOCC. (5) Given the product [Cl:16][CH2:11][C:9]1[CH:10]=[C:5]2[S:4][C:3]([S:2][CH3:1])=[N:13][C:6]2=[N:7][CH:8]=1, predict the reactants needed to synthesize it. The reactants are: [CH3:1][S:2][C:3]1[S:4][C:5]2[C:6]([N:13]=1)=[N:7][CH:8]=[C:9]([CH2:11]O)[CH:10]=2.O=S(Cl)[Cl:16]. (6) The reactants are: C[Mg]Br.[N:4]1(C(OC(C)(C)C)=O)[CH2:9][CH2:8][CH2:7][CH:6](C(OCC)=O)[CH2:5]1.[C:22]([OH:28])([C:24](F)(F)F)=O.[CH2:29](Cl)[Cl:30]. Given the product [ClH:30].[NH:4]1[CH2:9][CH2:8][CH2:7][CH:6]([C:22]([OH:28])([CH3:29])[CH3:24])[CH2:5]1, predict the reactants needed to synthesize it. (7) Given the product [CH3:13][O:14][C:15]([CH:17]1[CH:21]([C@H:22]([CH3:25])[CH2:23][I:49])[CH2:20][N:19]([C:26]([O:28][CH2:29][C:30]2[CH:35]=[CH:34][CH:33]=[CH:32][CH:31]=2)=[O:27])[CH2:18]1)=[O:16], predict the reactants needed to synthesize it. The reactants are: C(N(CC)CC)C.S(Cl)(C)(=O)=O.[CH3:13][O:14][C:15]([CH:17]1[CH:21]([C@H:22]([CH3:25])[CH2:23]O)[CH2:20][N:19]([C:26]([O:28][CH2:29][C:30]2[CH:35]=[CH:34][CH:33]=[CH:32][CH:31]=2)=[O:27])[CH2:18]1)=[O:16].C(O)(=O)CC(CC(O)=O)(C(O)=O)O.[I-:49].[Na+]. (8) Given the product [CH3:18][O:19][C:20]([C:22]1[CH:27]=[N:26][C:25]([C:8]2[CH:9]=[CH:10][C:5]([O:4][CH2:1][CH2:2][CH3:3])=[CH:6][C:7]=2[C:14]([F:17])([F:16])[F:15])=[CH:24][N:23]=1)=[O:21], predict the reactants needed to synthesize it. The reactants are: [CH2:1]([O:4][C:5]1[CH:10]=[CH:9][C:8](B(O)O)=[C:7]([C:14]([F:17])([F:16])[F:15])[CH:6]=1)[CH2:2][CH3:3].[CH3:18][O:19][C:20]([C:22]1[CH:27]=[N:26][C:25](Cl)=[CH:24][N:23]=1)=[O:21].C(=O)([O-])[O-].[K+].[K+].C1(C)C=CC=CC=1.